From a dataset of Reaction yield outcomes from USPTO patents with 853,638 reactions. Predict the reaction yield, written as a fraction of the theoretical maximum amount of product (1.0 means a 100% yield; for example, 0.34 means a 34% yield). (1) The reactants are [CH3:1][N:2]1[N:6]=[N:5][C:4]([C:7]2[CH:12]=[CH:11][C:10]([C:13]3[CH:18]=[CH:17][C:16]([N:19]4[CH2:23][C@H:22]([CH2:24]O)[O:21][C:20]4=[O:26])=[CH:15][C:14]=3[F:27])=[CH:9][N:8]=2)=[N:3]1.C(N(S(F)(F)[F:34])CC)C.C(N(CC)CC)C. The catalyst is C(Cl)Cl. The product is [CH3:1][N:2]1[N:6]=[N:5][C:4]([C:7]2[CH:12]=[CH:11][C:10]([C:13]3[CH:18]=[CH:17][C:16]([N:19]4[CH2:23][C@H:22]([CH2:24][F:34])[O:21][C:20]4=[O:26])=[CH:15][C:14]=3[F:27])=[CH:9][N:8]=2)=[N:3]1. The yield is 0.750. (2) The reactants are Br[C:2]1[N:7]=[N:6][C:5]([NH2:8])=[N:4][C:3]=1[C:9]1[CH:14]=[CH:13][CH:12]=[CH:11][CH:10]=1.[F:15][C:16]1[CH:17]=[C:18](B(O)O)[CH:19]=[C:20]([C:22]([F:25])([F:24])[F:23])[CH:21]=1. No catalyst specified. The product is [F:15][C:16]1[CH:17]=[C:18]([C:2]2[N:7]=[N:6][C:5]([NH2:8])=[N:4][C:3]=2[C:9]2[CH:14]=[CH:13][CH:12]=[CH:11][CH:10]=2)[CH:19]=[C:20]([C:22]([F:23])([F:24])[F:25])[CH:21]=1. The yield is 0.370. (3) The reactants are Cl.Cl.[CH3:3][C:4]1[CH:5]=[C:6]([NH:17][C:18]2[C:27]3[C:22](=[CH:23][CH:24]=[C:25]([C:28]#[C:29][C:30]4([OH:36])[CH2:35][CH2:34][CH2:33][NH:32][CH2:31]4)[CH:26]=3)[N:21]=[CH:20][N:19]=2)[CH:7]=[CH:8][C:9]=1[O:10][C:11]1[CH:16]=[CH:15][CH:14]=[CH:13][CH:12]=1.[H][H]. The catalyst is [Pd]. The product is [CH3:3][C:4]1[CH:5]=[C:6]([NH:17][C:18]2[C:27]3[C:22](=[CH:23][CH:24]=[C:25]([CH2:28][CH2:29][C:30]4([OH:36])[CH2:35][CH2:34][CH2:33][NH:32][CH2:31]4)[CH:26]=3)[N:21]=[CH:20][N:19]=2)[CH:7]=[CH:8][C:9]=1[O:10][C:11]1[CH:12]=[CH:13][CH:14]=[CH:15][CH:16]=1. The yield is 0.890. (4) The reactants are N[C:2]1[C:3]([Cl:8])=[N:4][CH:5]=[CH:6][CH:7]=1.N([O-])=O.[Na+].[S:13](=[O:15])=[O:14].[ClH:16]. No catalyst specified. The product is [Cl:8][C:3]1[C:2]([S:13]([Cl:16])(=[O:15])=[O:14])=[CH:7][CH:6]=[CH:5][N:4]=1. The yield is 0.420. (5) The reactants are [C:1]([OH:11])(=[O:10])[CH:2]([C:4]1[CH:9]=[CH:8][CH:7]=[CH:6][CH:5]=1)O.[C:12]1([CH3:19])[CH:17]=[CH:16][CH:15]=[C:14]([CH3:18])[CH:13]=1.Cl[Sn](Cl)(Cl)Cl. No catalyst specified. The product is [CH3:19][C:12]1[CH:13]=[C:14]([CH3:18])[CH:15]=[CH:16][C:17]=1[CH:2]([C:4]1[CH:9]=[CH:8][CH:7]=[CH:6][CH:5]=1)[C:1]([OH:11])=[O:10]. The yield is 0.396. (6) The reactants are CCCCC.CC(=[O:11])CCC.[Na].[CH:13]1[CH:18]=[C:17]([O:19][CH2:20][C:21]2C=CC(Cl)=CC=2)[CH:16]=[C:15](/[CH:28]=C2\C(N(CCC(O)=O)C(S\2)=S)=O)[CH:14]=1. The catalyst is C(O)C. The product is [CH3:28][C:15]([CH2:14][CH2:13][CH3:18])=[CH:16][C:17]([O:19][CH2:20][CH3:21])=[O:11]. The yield is 0.950.